Dataset: NCI-60 drug combinations with 297,098 pairs across 59 cell lines. Task: Regression. Given two drug SMILES strings and cell line genomic features, predict the synergy score measuring deviation from expected non-interaction effect. (1) Drug 1: CC(C1=C(C=CC(=C1Cl)F)Cl)OC2=C(N=CC(=C2)C3=CN(N=C3)C4CCNCC4)N. Drug 2: CC1=C2C(C(=O)C3(C(CC4C(C3C(C(C2(C)C)(CC1OC(=O)C(C(C5=CC=CC=C5)NC(=O)OC(C)(C)C)O)O)OC(=O)C6=CC=CC=C6)(CO4)OC(=O)C)O)C)O. Cell line: COLO 205. Synergy scores: CSS=73.2, Synergy_ZIP=17.5, Synergy_Bliss=16.9, Synergy_Loewe=-8.55, Synergy_HSA=16.6. (2) Drug 1: CNC(=O)C1=CC=CC=C1SC2=CC3=C(C=C2)C(=NN3)C=CC4=CC=CC=N4. Drug 2: CCCS(=O)(=O)NC1=C(C(=C(C=C1)F)C(=O)C2=CNC3=C2C=C(C=N3)C4=CC=C(C=C4)Cl)F. Cell line: TK-10. Synergy scores: CSS=3.85, Synergy_ZIP=-2.27, Synergy_Bliss=-4.62, Synergy_Loewe=-5.74, Synergy_HSA=-5.36. (3) Drug 1: C1C(C(OC1N2C=NC3=C(N=C(N=C32)Cl)N)CO)O. Drug 2: CC1CCC2CC(C(=CC=CC=CC(CC(C(=O)C(C(C(=CC(C(=O)CC(OC(=O)C3CCCCN3C(=O)C(=O)C1(O2)O)C(C)CC4CCC(C(C4)OC)OCCO)C)C)O)OC)C)C)C)OC. Cell line: NCI-H460. Synergy scores: CSS=4.28, Synergy_ZIP=-3.20, Synergy_Bliss=-0.480, Synergy_Loewe=-3.68, Synergy_HSA=-1.37.